This data is from Forward reaction prediction with 1.9M reactions from USPTO patents (1976-2016). The task is: Predict the product of the given reaction. (1) Given the reactants [CH3:1][C:2]1([CH3:32])[C:11]2[C:6](=[CH:7][C:8]([NH:12][C:13](=[O:31])[C:14]3[CH:19]=[CH:18][CH:17]=[N:16][C:15]=3[NH:20][CH2:21]C3N=C4NC=CC4=CC=3)=[CH:9][CH:10]=2)[CH2:5][NH:4][CH2:3]1.[CH3:33][C:34]([OH:36])=O.CN(C(O[N:45]1N=[N:52][C:47]2[CH:48]=[CH:49][CH:50]=[CH:51][C:46]1=2)=[N+](C)C)C.[B-](F)(F)(F)F.[CH3:59]CN(C(C)C)C(C)C, predict the reaction product. The product is: [C:34]([N:4]1[CH2:3][C:2]([CH3:1])([CH3:32])[C:11]2[C:6](=[CH:7][C:8]([NH:12][C:13](=[O:31])[C:14]3[CH:19]=[CH:18][CH:17]=[N:16][C:15]=3[NH:20][CH2:21][C:49]3[CH:48]=[CH:47][N:52]=[C:59]4[NH:45][CH:46]=[CH:51][C:50]=34)=[CH:9][CH:10]=2)[CH2:5]1)(=[O:36])[CH3:33]. (2) Given the reactants [CH:1]1([N:5]2[C:9]3=[N:10][C:11]([O:14][CH3:15])=[CH:12][CH:13]=[C:8]3[CH2:7][C:6]2=O)[CH2:4][CH2:3][CH2:2]1.CC(C[AlH]CC(C)C)C.C(C(C(C([O-])=O)O)O)([O-])=O.[Na+].[K+], predict the reaction product. The product is: [CH:1]1([N:5]2[C:9]3=[N:10][C:11]([O:14][CH3:15])=[CH:12][CH:13]=[C:8]3[CH:7]=[CH:6]2)[CH2:4][CH2:3][CH2:2]1. (3) Given the reactants [F:1][C:2]([F:37])([F:36])[C:3]1[CH:4]=[C:5]([CH:29]=[C:30]([C:32]([F:35])([F:34])[F:33])[CH:31]=1)[CH2:6][O:7][CH2:8][CH:9]([N:16]1[CH2:21][CH2:20][N:19]([CH2:22][CH2:23][O:24][CH2:25][C:26]([OH:28])=[O:27])[CH2:18][CH2:17]1)[C:10]1[CH:15]=[CH:14][CH:13]=[CH:12][CH:11]=1.[CH2:38](O)[CH:39]([CH3:41])[CH3:40].CCN=C=NCCCN(C)C, predict the reaction product. The product is: [CH2:38]([O:27][C:26](=[O:28])[CH2:25][O:24][CH2:23][CH2:22][N:19]1[CH2:18][CH2:17][N:16]([CH:9]([C:10]2[CH:15]=[CH:14][CH:13]=[CH:12][CH:11]=2)[CH2:8][O:7][CH2:6][C:5]2[CH:29]=[C:30]([C:32]([F:33])([F:34])[F:35])[CH:31]=[C:3]([C:2]([F:1])([F:36])[F:37])[CH:4]=2)[CH2:21][CH2:20]1)[CH:39]([CH3:41])[CH3:40]. (4) Given the reactants [N+:1]([C:4]1[CH:9]=[CH:8][C:7]([C:10]2[N:19]=[C:18]([C:20](O)=[O:21])[C:17]3[C:12](=[CH:13][CH:14]=[CH:15][CH:16]=3)[N:11]=2)=[CH:6][CH:5]=1)([O-:3])=[O:2].Cl.[OH:24][C:25]1[C:34]([O:35][CH3:36])=[CH:33][CH:32]=[C:31]2[C:26]=1[CH2:27][CH2:28][NH:29][CH2:30]2, predict the reaction product. The product is: [N+:1]([C:4]1[CH:5]=[CH:6][C:7]([C:10]2[N:19]=[C:18]([C:20]([N:29]3[CH2:28][CH2:27][C:26]4[C:31](=[CH:32][CH:33]=[C:34]([O:35][CH3:36])[C:25]=4[OH:24])[CH2:30]3)=[O:21])[C:17]3[C:12](=[CH:13][CH:14]=[CH:15][CH:16]=3)[N:11]=2)=[CH:8][CH:9]=1)([O-:3])=[O:2].